From a dataset of Forward reaction prediction with 1.9M reactions from USPTO patents (1976-2016). Predict the product of the given reaction. (1) Given the reactants [CH2:1]([O:3][C:4](=[O:31])[C:5]1[CH:10]=[CH:9][C:8]([N:11]2[C:19]3[C:14](=[CH:15][C:16]([O:21]CC4C=CC=CC=4)=[C:17]([Cl:20])[CH:18]=3)[C:13]([C:29]#[N:30])=[CH:12]2)=[CH:7][CH:6]=1)[CH3:2].B(Br)(Br)Br.O, predict the reaction product. The product is: [CH2:1]([O:3][C:4](=[O:31])[C:5]1[CH:6]=[CH:7][C:8]([N:11]2[C:19]3[C:14](=[CH:15][C:16]([OH:21])=[C:17]([Cl:20])[CH:18]=3)[C:13]([C:29]#[N:30])=[CH:12]2)=[CH:9][CH:10]=1)[CH3:2]. (2) Given the reactants [F:1][C:2]([F:11])([F:10])[C:3]1[CH:8]=[CH:7][C:6]([NH2:9])=[CH:5][CH:4]=1.[I:12]Cl, predict the reaction product. The product is: [I:12][C:5]1[CH:4]=[C:3]([C:2]([F:10])([F:11])[F:1])[CH:8]=[CH:7][C:6]=1[NH2:9]. (3) Given the reactants [CH3:1][O:2][C:3]([C:5]1[CH:10]=[CH:9][C:8]([OH:11])=[C:7]([Cl:12])[CH:6]=1)=[O:4].[CH3:13][C:14]([O:17][C:18]([N:20]1[CH2:26][CH2:25][C:24]2[CH:27]=[CH:28][C:29](B(O)O)=[CH:30][C:23]=2[CH2:22][CH2:21]1)=[O:19])([CH3:16])[CH3:15], predict the reaction product. The product is: [Cl:12][C:7]1[CH:6]=[C:5]([C:3]([O:2][CH3:1])=[O:4])[CH:10]=[CH:9][C:8]=1[O:11][C:28]1[CH:29]=[CH:30][C:23]2[CH2:22][CH2:21][N:20]([C:18]([O:17][C:14]([CH3:13])([CH3:15])[CH3:16])=[O:19])[CH2:26][CH2:25][C:24]=2[CH:27]=1. (4) Given the reactants [Cl:1][C:2]([O:4][CH2:5][CH3:6])=[O:3].[CH:7]([N:10]([CH:13]([CH3:15])[CH3:14])[CH2:11][CH3:12])([CH3:9])[CH3:8], predict the reaction product. The product is: [Cl:1][C:2]([O:4][CH2:5][CH:6]=[CH2:7])=[O:3].[CH:7]([N:10]([CH:13]([CH3:15])[CH3:14])[CH2:11][CH3:12])([CH3:9])[CH3:8]. (5) Given the reactants [CH:1]([C:4]1[C:5]([C:15]([OH:17])=O)=[N:6][O:7][C:8]=1[C:9]1[CH:14]=[CH:13][CH:12]=[CH:11][N:10]=1)([CH3:3])[CH3:2].C1C=CC2N(O)N=NC=2C=1.C(N(C(C)C)CC)(C)C.C(Cl)CCl.O[N:42]=[C:43]([C:45]1[CH:62]=[CH:61][C:48]([CH2:49][N:50]2[CH2:53][CH:52]([C:54]([O:56][C:57]([CH3:60])([CH3:59])[CH3:58])=[O:55])[CH2:51]2)=[CH:47][CH:46]=1)[NH2:44].N1C=CC=CC=1C1C(C(F)(F)F)=C(C2ON=C(C3C=CC(CN4CC(C(O)=O)C4)=CC=3)N=2)ON=1, predict the reaction product. The product is: [CH:1]([C:4]1[C:5]([C:15]2[O:17][N:44]=[C:43]([C:45]3[CH:46]=[CH:47][C:48]([CH2:49][N:50]4[CH2:51][CH:52]([C:54]([O:56][C:57]([CH3:58])([CH3:60])[CH3:59])=[O:55])[CH2:53]4)=[CH:61][CH:62]=3)[N:42]=2)=[N:6][O:7][C:8]=1[C:9]1[CH:14]=[CH:13][CH:12]=[CH:11][N:10]=1)([CH3:2])[CH3:3]. (6) Given the reactants [CH2:1]([O:3][C:4]1[CH:12]=[CH:11][CH:10]=[C:9]([O:13][CH2:14][CH3:15])[C:5]=1[C:6]([OH:8])=O)[CH3:2].C(Cl)(=O)C(Cl)=O.Cl.[N:23]1[C:32]2[C:27](=[CH:28][CH:29]=[CH:30][CH:31]=2)[CH:26]=[CH:25][C:24]=1[CH2:33][CH:34]1[CH2:38][CH2:37][CH2:36][CH:35]1[NH2:39].C(N(CC)CC)C, predict the reaction product. The product is: [CH2:14]([O:13][C:9]1[CH:10]=[CH:11][CH:12]=[C:4]([O:3][CH2:1][CH3:2])[C:5]=1[C:6]([NH:39][CH:35]1[CH2:36][CH2:37][CH2:38][CH:34]1[CH2:33][C:24]1[CH:25]=[CH:26][C:27]2[C:32](=[CH:31][CH:30]=[CH:29][CH:28]=2)[N:23]=1)=[O:8])[CH3:15].